The task is: Regression. Given two drug SMILES strings and cell line genomic features, predict the synergy score measuring deviation from expected non-interaction effect.. This data is from NCI-60 drug combinations with 297,098 pairs across 59 cell lines. (1) Synergy scores: CSS=8.04, Synergy_ZIP=-2.71, Synergy_Bliss=3.28, Synergy_Loewe=-7.92, Synergy_HSA=2.36. Drug 2: CC(C)(C#N)C1=CC(=CC(=C1)CN2C=NC=N2)C(C)(C)C#N. Cell line: ACHN. Drug 1: CC1=C(C(CCC1)(C)C)C=CC(=CC=CC(=CC(=O)O)C)C. (2) Cell line: MDA-MB-231. Drug 1: C1C(C(OC1N2C=C(C(=O)NC2=O)F)CO)O. Synergy scores: CSS=4.76, Synergy_ZIP=-0.490, Synergy_Bliss=1.40, Synergy_Loewe=-8.11, Synergy_HSA=-1.16. Drug 2: CN1C2=C(C=C(C=C2)N(CCCl)CCCl)N=C1CCCC(=O)O.Cl. (3) Drug 1: C1=NC2=C(N=C(N=C2N1C3C(C(C(O3)CO)O)F)Cl)N. Drug 2: C#CCC(CC1=CN=C2C(=N1)C(=NC(=N2)N)N)C3=CC=C(C=C3)C(=O)NC(CCC(=O)O)C(=O)O. Cell line: HCT-15. Synergy scores: CSS=78.2, Synergy_ZIP=7.09, Synergy_Bliss=9.22, Synergy_Loewe=-16.9, Synergy_HSA=4.88. (4) Drug 1: C1=C(C(=O)NC(=O)N1)N(CCCl)CCCl. Drug 2: C1CC(C1)(C(=O)O)C(=O)O.[NH2-].[NH2-].[Pt+2]. Cell line: NCI-H460. Synergy scores: CSS=61.1, Synergy_ZIP=-2.93, Synergy_Bliss=-3.55, Synergy_Loewe=-5.24, Synergy_HSA=0.911. (5) Drug 1: CC(C)NC(=O)C1=CC=C(C=C1)CNNC.Cl. Drug 2: COCCOC1=C(C=C2C(=C1)C(=NC=N2)NC3=CC=CC(=C3)C#C)OCCOC.Cl. Cell line: COLO 205. Synergy scores: CSS=6.26, Synergy_ZIP=-0.855, Synergy_Bliss=1.69, Synergy_Loewe=3.28, Synergy_HSA=0.452. (6) Drug 1: CCC(=C(C1=CC=CC=C1)C2=CC=C(C=C2)OCCN(C)C)C3=CC=CC=C3.C(C(=O)O)C(CC(=O)O)(C(=O)O)O. Drug 2: C(CN)CNCCSP(=O)(O)O. Cell line: SF-539. Synergy scores: CSS=1.43, Synergy_ZIP=1.27, Synergy_Bliss=3.82, Synergy_Loewe=1.68, Synergy_HSA=1.22. (7) Drug 1: CC(CN1CC(=O)NC(=O)C1)N2CC(=O)NC(=O)C2. Drug 2: C#CCC(CC1=CN=C2C(=N1)C(=NC(=N2)N)N)C3=CC=C(C=C3)C(=O)NC(CCC(=O)O)C(=O)O. Cell line: T-47D. Synergy scores: CSS=4.42, Synergy_ZIP=-1.67, Synergy_Bliss=-1.33, Synergy_Loewe=-0.664, Synergy_HSA=-0.601.